Dataset: Catalyst prediction with 721,799 reactions and 888 catalyst types from USPTO. Task: Predict which catalyst facilitates the given reaction. (1) Reactant: [BH4-].[Na+].[O:3]1[C:12]2[C:7](=[CH:8][CH:9]=[CH:10][CH:11]=2)[C:6](=[O:13])[CH:5]=[CH:4]1. Product: [O:3]1[C:12]2[C:7](=[CH:8][CH:9]=[CH:10][CH:11]=2)[C:6]([OH:13])=[CH:5][CH2:4]1. The catalyst class is: 5. (2) Reactant: [BH4-].[Na+].[OH:3][C:4]1[C:9]2[CH:10]=[CH:11][CH:12]=[CH:13][C:8]=2[S:7](=[O:15])(=[O:14])[N:6]([CH3:16])[C:5]=1[C:17]([O:19][CH3:20])=[O:18]. Product: [OH:3][CH:4]1[C:9]2[CH:10]=[CH:11][CH:12]=[CH:13][C:8]=2[S:7](=[O:14])(=[O:15])[N:6]([CH3:16])[CH:5]1[C:17]([O:19][CH3:20])=[O:18]. The catalyst class is: 5.